This data is from NCI-60 drug combinations with 297,098 pairs across 59 cell lines. The task is: Regression. Given two drug SMILES strings and cell line genomic features, predict the synergy score measuring deviation from expected non-interaction effect. (1) Drug 1: COC1=C2C(=CC3=C1OC=C3)C=CC(=O)O2. Drug 2: CC1C(C(CC(O1)OC2CC(CC3=C2C(=C4C(=C3O)C(=O)C5=C(C4=O)C(=CC=C5)OC)O)(C(=O)CO)O)N)O.Cl. Cell line: HOP-62. Synergy scores: CSS=38.0, Synergy_ZIP=1.03, Synergy_Bliss=-0.471, Synergy_Loewe=-18.4, Synergy_HSA=-0.899. (2) Synergy scores: CSS=4.68, Synergy_ZIP=-2.37, Synergy_Bliss=-2.17, Synergy_Loewe=-2.07, Synergy_HSA=-2.01. Drug 2: CC(C)(C#N)C1=CC(=CC(=C1)CN2C=NC=N2)C(C)(C)C#N. Drug 1: CC1OCC2C(O1)C(C(C(O2)OC3C4COC(=O)C4C(C5=CC6=C(C=C35)OCO6)C7=CC(=C(C(=C7)OC)O)OC)O)O. Cell line: NCI-H322M. (3) Drug 1: C1=NC2=C(N1)C(=S)N=C(N2)N. Drug 2: CC1CCCC2(C(O2)CC(NC(=O)CC(C(C(=O)C(C1O)C)(C)C)O)C(=CC3=CSC(=N3)C)C)C. Cell line: SNB-19. Synergy scores: CSS=3.96, Synergy_ZIP=-1.96, Synergy_Bliss=2.12, Synergy_Loewe=0.224, Synergy_HSA=1.25. (4) Drug 1: C1=NNC2=C1C(=O)NC=N2. Drug 2: CN(C(=O)NC(C=O)C(C(C(CO)O)O)O)N=O. Cell line: T-47D. Synergy scores: CSS=-4.58, Synergy_ZIP=1.51, Synergy_Bliss=-2.60, Synergy_Loewe=-3.12, Synergy_HSA=-6.15.